From a dataset of Catalyst prediction with 721,799 reactions and 888 catalyst types from USPTO. Predict which catalyst facilitates the given reaction. (1) Reactant: [F:1][C:2]1[CH:15]=[CH:14][C:5]([C:6]([CH:8]2[CH2:13][CH2:12][NH:11][CH2:10][CH2:9]2)=[O:7])=[CH:4][CH:3]=1.O=[CH:17][CH2:18][C@H:19]1[CH2:24][CH2:23][C@H:22]([NH:25][C:26]([C:28]2[C:37]3[C:32](=[CH:33][CH:34]=[CH:35][CH:36]=3)[N:31]=[CH:30][CH:29]=2)=[O:27])[CH2:21][CH2:20]1.C(O[BH-](OC(=O)C)OC(=O)C)(=O)C.[Na+]. Product: [F:1][C:2]1[CH:3]=[CH:4][C:5]([C:6]([CH:8]2[CH2:13][CH2:12][N:11]([CH2:17][CH2:18][C@H:19]3[CH2:24][CH2:23][C@H:22]([NH:25][C:26]([C:28]4[C:37]5[C:32](=[CH:33][CH:34]=[CH:35][CH:36]=5)[N:31]=[CH:30][CH:29]=4)=[O:27])[CH2:21][CH2:20]3)[CH2:10][CH2:9]2)=[O:7])=[CH:14][CH:15]=1. The catalyst class is: 5. (2) Product: [CH3:14][C:6]([CH3:15])([CH2:7][C:8]1[CH:9]=[CH:10][CH:11]=[CH:12][CH:13]=1)[CH2:5][CH:2]1[CH2:3][O:4][C:23]([NH2:24])=[N:1]1. The catalyst class is: 49. Reactant: [NH2:1][CH:2]([CH2:5][C:6]([CH3:15])([CH3:14])[CH2:7][C:8]1[CH:13]=[CH:12][CH:11]=[CH:10][CH:9]=1)[CH2:3][OH:4].C([O-])([O-])=O.[K+].[K+].Br[C:23]#[N:24]. (3) Reactant: [F:1][C:2]1[C:10]([C:11]([F:14])([F:13])[F:12])=[N:9][CH:8]=[CH:7][C:3]=1[C:4]([OH:6])=[O:5].OO.NC(N)=[O:19].FC(F)(F)C(OC(=O)C(F)(F)F)=O. Product: [F:1][C:2]1[C:10]([C:11]([F:14])([F:12])[F:13])=[N+:9]([O-:19])[CH:8]=[CH:7][C:3]=1[C:4]([OH:6])=[O:5]. The catalyst class is: 2. (4) Reactant: [C:1]([C:5]1[CH:26]=[CH:25][C:8]([CH2:9][N:10]([CH2:22][CH2:23][OH:24])[C:11]([C:13]2[CH:14]=[CH:15][CH:16]=[C:17]3[C:21]=2[NH:20][CH:19]=[CH:18]3)=[O:12])=[CH:7][CH:6]=1)([CH3:4])([CH3:3])[CH3:2].O[C:28]1[CH:29]=[C:30]([C:34]([F:37])([F:36])[F:35])[CH:31]=[CH:32][CH:33]=1.C1(P(C2C=CC=CC=2)C2C=CC=CC=2)C=CC=CC=1.C(OC(N=NC(OCC)=O)=O)C. Product: [C:1]([C:5]1[CH:6]=[CH:7][C:8]([CH2:9][N:10]([CH2:22][CH2:23][O:24][C:28]2[CH:33]=[CH:32][CH:31]=[C:30]([C:34]([F:37])([F:36])[F:35])[CH:29]=2)[C:11]([C:13]2[CH:14]=[CH:15][CH:16]=[C:17]3[C:21]=2[NH:20][CH:19]=[CH:18]3)=[O:12])=[CH:25][CH:26]=1)([CH3:4])([CH3:2])[CH3:3]. The catalyst class is: 1. (5) Reactant: [I:1][C:2]1[C:3](=[O:17])[NH:4][C:5](=[O:16])[N:6]([CH:15]=1)[C@@H:7]1[O:14][C@H:11]([CH2:12][OH:13])[C@@H:9]([OH:10])[CH2:8]1.[C:18](Cl)([C:35]1[CH:40]=[CH:39][CH:38]=[CH:37][CH:36]=1)([C:27]1[CH:34]=[CH:33][C:30]([O:31][CH3:32])=[CH:29][CH:28]=1)[C:19]1[CH:26]=[CH:25][C:22]([O:23][CH3:24])=[CH:21][CH:20]=1. Product: [CH3:32][O:31][C:30]1[CH:29]=[CH:28][C:27]([C:18]([O:13][CH2:12][C@H:11]2[O:14][C@@H:7]([N:6]3[CH:15]=[C:2]([I:1])[C:3](=[O:17])[NH:4][C:5]3=[O:16])[CH2:8][C@@H:9]2[OH:10])([C:35]2[CH:36]=[CH:37][CH:38]=[CH:39][CH:40]=2)[C:19]2[CH:26]=[CH:25][C:22]([O:23][CH3:24])=[CH:21][CH:20]=2)=[CH:34][CH:33]=1. The catalyst class is: 17. (6) Product: [F:8][C:9]1[CH:14]=[CH:13][CH:12]=[CH:11][C:10]=1[N:15]1[C:23]2[C:18](=[C:19]([N:24]3[CH2:31][C@@H:30]4[C@@H:26]([CH2:27][N:28]([S:37]([CH2:36][CH2:35][C:34]([F:42])([F:41])[F:33])(=[O:39])=[O:38])[CH2:29]4)[C:25]3=[O:32])[CH:20]=[CH:21][CH:22]=2)[CH:17]=[N:16]1. Reactant: C(N(CC)CC)C.[F:8][C:9]1[CH:14]=[CH:13][CH:12]=[CH:11][C:10]=1[N:15]1[C:23]2[C:18](=[C:19]([N:24]3[CH2:31][C@@H:30]4[C@@H:26]([CH2:27][NH:28][CH2:29]4)[C:25]3=[O:32])[CH:20]=[CH:21][CH:22]=2)[CH:17]=[N:16]1.[F:33][C:34]([F:42])([F:41])[CH2:35][CH2:36][S:37](Cl)(=[O:39])=[O:38]. The catalyst class is: 2. (7) Reactant: C([BH3-])#N.[Na+].[CH:5](=O)[CH3:6].[CH2:8]([NH:14][C:15]1[CH:20]=[CH:19][C:18]([C:21]2[CH:26]=[CH:25][C:24]([NH:27][C:28]([C:30]3[CH:35]=[C:34]([N+:36]([O-:38])=[O:37])[CH:33]=[CH:32][C:31]=3[Cl:39])=[O:29])=[CH:23][CH:22]=2)=[CH:17][CH:16]=1)[CH2:9][CH2:10][CH2:11][CH2:12][CH3:13].C(=O)(O)[O-].[Na+]. Product: [CH2:5]([N:14]([C:15]1[CH:16]=[CH:17][C:18]([C:21]2[CH:26]=[CH:25][C:24]([NH:27][C:28]([C:30]3[CH:35]=[C:34]([N+:36]([O-:38])=[O:37])[CH:33]=[CH:32][C:31]=3[Cl:39])=[O:29])=[CH:23][CH:22]=2)=[CH:19][CH:20]=1)[CH2:8][CH2:9][CH2:10][CH2:11][CH2:12][CH3:13])[CH3:6]. The catalyst class is: 24. (8) Reactant: [NH2:1][C:2]1[NH:3][C:4]2[CH:10]=[CH:9][CH:8]=[CH:7][C:5]=2[N:6]=1.[H-].[Na+].C1(C)C=CC(S(O[C@H:23]2[CH2:30][CH2:29][CH2:28][C@@H:27](OS(C3C=CC(C)=CC=3)(=O)=O)[CH2:26][CH2:25][CH2:24]2)(=O)=O)=CC=1. Product: [NH2:1][C:2]1[N:6]([C@H:23]2[CH2:24][CH2:25][CH2:26][C@@H:27]([N:3]3[C:4]4[CH:10]=[CH:9][CH:8]=[CH:7][C:5]=4[N:6]=[C:2]3[NH2:1])[CH2:28][CH2:29][CH2:30]2)[C:5]2[CH:7]=[CH:8][CH:9]=[CH:10][C:4]=2[N:3]=1. The catalyst class is: 3. (9) Reactant: O.O.[Sn](Cl)Cl.[Cl:6][C:7]1[CH:16]=[C:15]2[C:10]([CH2:11][CH2:12][N:13]([C:17]([O:19][C:20]([CH3:23])([CH3:22])[CH3:21])=[O:18])[CH2:14]2)=[CH:9][C:8]=1[N+:24]([O-])=O.C(=O)(O)[O-].[Na+]. Product: [NH2:24][C:8]1[CH:9]=[C:10]2[C:15](=[CH:16][C:7]=1[Cl:6])[CH2:14][N:13]([C:17]([O:19][C:20]([CH3:23])([CH3:22])[CH3:21])=[O:18])[CH2:12][CH2:11]2. The catalyst class is: 13. (10) Reactant: [CH3:1][O:2][CH2:3][CH2:4][N:5]1[CH:14]([C:15]2[S:16][CH:17]=[CH:18][CH:19]=2)[CH:13]([C:20]([NH:22][C:23]2[CH:31]=[CH:30][C:26]([C:27]([OH:29])=O)=[CH:25][CH:24]=2)=[O:21])[C:12]2[C:7](=[CH:8][CH:9]=[CH:10][CH:11]=2)[C:6]1=[O:32].[CH3:33][N:34](C(ON1N=NC2C=CC=NC1=2)=[N+](C)C)C.F[P-](F)(F)(F)(F)F.C(N(C(C)C)CC)(C)C.CN. Product: [CH3:1][O:2][CH2:3][CH2:4][N:5]1[CH:14]([C:15]2[S:16][CH:17]=[CH:18][CH:19]=2)[CH:13]([C:20]([NH:22][C:23]2[CH:31]=[CH:30][C:26]([C:27](=[O:29])[NH:34][CH3:33])=[CH:25][CH:24]=2)=[O:21])[C:12]2[C:7](=[CH:8][CH:9]=[CH:10][CH:11]=2)[C:6]1=[O:32]. The catalyst class is: 4.